Predict the reaction yield, written as a fraction of the theoretical maximum amount of product (1.0 means a 100% yield; for example, 0.34 means a 34% yield). From a dataset of Reaction yield outcomes from USPTO patents with 853,638 reactions. (1) The reactants are [CH2:1]([O:3][CH:4]([O:8][CH2:9][CH3:10])[C@@H:5]([NH2:7])[CH3:6])[CH3:2].[N:11]1[S:12][N:13]=[C:14]2[C:19]([CH:20]=O)=[CH:18][CH:17]=[CH:16][C:15]=12. No catalyst specified. The product is [N:11]1[S:12][N:13]=[C:14]2[C:19]([CH2:20][NH:7][C@@H:5]([CH3:6])[CH:4]([O:8][CH2:9][CH3:10])[O:3][CH2:1][CH3:2])=[CH:18][CH:17]=[CH:16][C:15]=12. The yield is 0.950. (2) The reactants are [NH2:1][C:2]1[C:3]2[N:4]([C:8]([C@@H:26]3[CH2:30][CH2:29][CH2:28][NH:27]3)=[N:9][C:10]=2[C:11]2[CH:25]=[CH:24][C:14]([C:15]([NH:17][C:18]3[CH:23]=[CH:22][CH:21]=[CH:20][N:19]=3)=[O:16])=[CH:13][CH:12]=2)[CH:5]=[CH:6][N:7]=1.[Cl:31][C:32]1[N:37]=[CH:36][N:35]=[C:34]([C:38](O)=[O:39])[CH:33]=1. No catalyst specified. The product is [NH2:1][C:2]1[C:3]2[N:4]([C:8]([C@@H:26]3[CH2:30][CH2:29][CH2:28][N:27]3[C:38]([C:34]3[CH:33]=[C:32]([Cl:31])[N:37]=[CH:36][N:35]=3)=[O:39])=[N:9][C:10]=2[C:11]2[CH:25]=[CH:24][C:14]([C:15]([NH:17][C:18]3[CH:23]=[CH:22][CH:21]=[CH:20][N:19]=3)=[O:16])=[CH:13][CH:12]=2)[CH:5]=[CH:6][N:7]=1. The yield is 0.0620.